This data is from Reaction yield outcomes from USPTO patents with 853,638 reactions. The task is: Predict the reaction yield, written as a fraction of the theoretical maximum amount of product (1.0 means a 100% yield; for example, 0.34 means a 34% yield). (1) The reactants are [C:1]([O:5][C:6]([NH:8][C@@H:9]([CH2:14][N:15]1[CH2:20][CH2:19][CH:18]([C:21]([F:24])([F:23])[F:22])[CH2:17][CH2:16]1)[C:10](OC)=[O:11])=[O:7])([CH3:4])([CH3:3])[CH3:2].C1COCC1.CC(C[AlH]CC(C)C)C.[C@H](O)(C([O-])=O)[C@@H](O)C([O-])=O.[Na+].[K+]. The catalyst is CCOCC. The product is [OH:11][CH2:10][C@@H:9]([NH:8][C:6](=[O:7])[O:5][C:1]([CH3:3])([CH3:2])[CH3:4])[CH2:14][N:15]1[CH2:20][CH2:19][CH:18]([C:21]([F:24])([F:22])[F:23])[CH2:17][CH2:16]1. The yield is 0.960. (2) The reactants are CO[C:3](=[O:25])[C:4]1[CH:9]=[CH:8][C:7]([O:10][CH2:11][C:12]2[C:13]([C:18]3[CH:23]=[CH:22][CH:21]=[CH:20][C:19]=3[F:24])=[N:14][O:15][C:16]=2[CH3:17])=[N:6][CH:5]=1.[CH:26]([NH2:29])([CH3:28])[CH3:27]. No catalyst specified. The product is [F:24][C:19]1[CH:20]=[CH:21][CH:22]=[CH:23][C:18]=1[C:13]1[C:12]([CH2:11][O:10][C:7]2[CH:8]=[CH:9][C:4]([C:3]([NH:29][CH:26]([CH3:28])[CH3:27])=[O:25])=[CH:5][N:6]=2)=[C:16]([CH3:17])[O:15][N:14]=1. The yield is 0.830. (3) The product is [O:10]=[S:7]1(=[O:11])[CH2:8][CH2:9][N:4]([CH2:3][CH2:2][NH:1][S:28]([C:23]2[CH:24]=[CH:25][CH:26]=[CH:27][C:22]=2[N+:19]([O-:21])=[O:20])(=[O:29])=[O:30])[CH2:5][CH2:6]1. The reactants are [NH2:1][CH2:2][CH2:3][N:4]1[CH2:9][CH2:8][S:7](=[O:11])(=[O:10])[CH2:6][CH2:5]1.C(N(CC)CC)C.[N+:19]([C:22]1[CH:27]=[CH:26][CH:25]=[CH:24][C:23]=1[S:28](Cl)(=[O:30])=[O:29])([O-:21])=[O:20]. The yield is 0.850. The catalyst is C(Cl)Cl. (4) The yield is 0.770. The reactants are Br[C:2]1[CH:7]=[CH:6][C:5]([CH2:8][C:9]([NH:11][C:12]2[CH:17]=[CH:16][C:15]([CH2:18][C:19]([CH3:26])([CH3:25])[C:20]([O:22][CH2:23][CH3:24])=[O:21])=[C:14]([C:27]([F:30])([F:29])[F:28])[CH:13]=2)=[O:10])=[C:4]([F:31])[CH:3]=1.C([O-])(=O)C.[K+].[CH3:37][C:38]1([CH3:54])[C:42]([CH3:44])([CH3:43])[O:41][B:40]([B:40]2[O:41][C:42]([CH3:44])([CH3:43])[C:38]([CH3:54])([CH3:37])[O:39]2)[O:39]1. The product is [F:31][C:4]1[CH:3]=[C:2]([B:40]2[O:41][C:42]([CH3:44])([CH3:43])[C:38]([CH3:54])([CH3:37])[O:39]2)[CH:7]=[CH:6][C:5]=1[CH2:8][C:9]([NH:11][C:12]1[CH:17]=[CH:16][C:15]([CH2:18][C:19]([CH3:26])([CH3:25])[C:20]([O:22][CH2:23][CH3:24])=[O:21])=[C:14]([C:27]([F:30])([F:29])[F:28])[CH:13]=1)=[O:10]. The catalyst is O1CCOCC1.C1C=CC(P(C2C=CC=CC=2)[C-]2C=CC=C2)=CC=1.C1C=CC(P(C2C=CC=CC=2)[C-]2C=CC=C2)=CC=1.Cl[Pd]Cl.[Fe+2]. (5) The reactants are [C:1]1([C:7]2[N:8]=[C:9]([N:12]3[CH2:17][CH2:16][N:15](C(OC(C)(C)C)=O)[CH2:14][CH2:13]3)[S:10][CH:11]=2)[CH:6]=[CH:5][CH:4]=[CH:3][CH:2]=1.[ClH:25].C(OCC)C. The catalyst is C(OCC)(=O)C. The product is [ClH:25].[ClH:25].[C:1]1([C:7]2[N:8]=[C:9]([N:12]3[CH2:17][CH2:16][NH:15][CH2:14][CH2:13]3)[S:10][CH:11]=2)[CH:2]=[CH:3][CH:4]=[CH:5][CH:6]=1. The yield is 0.922. (6) The reactants are Cl.Cl.[NH2:3][CH2:4][C@@:5]1([OH:13])[CH:10]2[CH2:11][CH2:12][N:7]([CH2:8][CH2:9]2)[CH2:6]1.C([O-])([O-])=O.[Cs+].[Cs+].[N:20]([C:23]1[CH:28]=[C:27]([O:29][C:30]2[CH:35]=[CH:34][CH:33]=[CH:32][CH:31]=2)[N:26]=[CH:25][N:24]=1)=[C:21]=S.C(N=C=NC(C)C)(C)C. The catalyst is CN(C)C=O. The product is [O:29]([C:27]1[N:26]=[CH:25][N:24]=[C:23]([NH:20][C:21]2[O:13][C@:5]3([CH2:4][N:3]=2)[CH:10]2[CH2:9][CH2:8][N:7]([CH2:12][CH2:11]2)[CH2:6]3)[CH:28]=1)[C:30]1[CH:31]=[CH:32][CH:33]=[CH:34][CH:35]=1. The yield is 0.482. (7) The product is [NH2:46][C:47]1[CH:48]=[CH:49][C:41]([C:33]2[CH:32]=[CH:31][C:40]3[C:35]([CH:34]=2)=[CH:36][CH:37]=[CH:38][CH:39]=3)=[CH:42][C:43]=1[C:26]([OH:29])=[O:27]. The reactants are IC1C=C2C(=CC=1)NC(=O)C2=O.B(O)(O)C1C=CC2C(=CC=CC=2)C=1.[C:26]([O-:29])(O)=[O:27].[Na+].[CH:31]1[C:40]2[C:35](=[CH:36][CH:37]=[CH:38][CH:39]=2)[CH:34]=[C:33]([C:41]2[CH:42]=[C:43]3[C:47](=[CH:48][CH:49]=2)[NH:46]C(=O)C3=O)[CH:32]=1. The yield is 0.680. The catalyst is COCCOC.C1C=CC([P]([Pd]([P](C2C=CC=CC=2)(C2C=CC=CC=2)C2C=CC=CC=2)([P](C2C=CC=CC=2)(C2C=CC=CC=2)C2C=CC=CC=2)[P](C2C=CC=CC=2)(C2C=CC=CC=2)C2C=CC=CC=2)(C2C=CC=CC=2)C2C=CC=CC=2)=CC=1. (8) The yield is 0.850. The product is [CH2:14]([NH:13][C:4]1[C:3]([CH2:2][NH:23][C:20]2[CH:21]=[CH:22][C:17]([F:16])=[C:18]([N+:24]([O-:26])=[O:25])[CH:19]=2)=[CH:8][N:7]=[C:6]([N:9]([O:11][CH3:12])[CH3:10])[CH:5]=1)[CH3:15]. The reactants are Cl[CH2:2][C:3]1[C:4]([NH:13][CH2:14][CH3:15])=[CH:5][C:6]([N:9]([O:11][CH3:12])[CH3:10])=[N:7][CH:8]=1.[F:16][C:17]1[CH:22]=[CH:21][C:20]([NH2:23])=[CH:19][C:18]=1[N+:24]([O-:26])=[O:25]. The catalyst is N1C=CC=CC=1. (9) The reactants are [C@H:1]12[CH2:8][CH2:7][C@H:4]([CH:5]=[CH:6]1)[CH2:3][CH:2]2[C:9]1([CH3:25])[NH:13][C:12](=[O:14])[N:11]([CH2:15][C:16](=[O:23])[C:17]2[CH:22]=[CH:21][CH:20]=[CH:19][CH:18]=2)[C:10]1=[O:24].[CH3:26]I. No catalyst specified. The product is [C@H:1]12[CH2:8][CH2:7][C@H:4]([CH:5]=[CH:6]1)[CH2:3][CH:2]2[C:9]1([CH3:25])[N:13]([CH3:26])[C:12](=[O:14])[N:11]([CH2:15][C:16](=[O:23])[C:17]2[CH:18]=[CH:19][CH:20]=[CH:21][CH:22]=2)[C:10]1=[O:24]. The yield is 0.600.